Dataset: Peptide-MHC class I binding affinity with 185,985 pairs from IEDB/IMGT. Task: Regression. Given a peptide amino acid sequence and an MHC pseudo amino acid sequence, predict their binding affinity value. This is MHC class I binding data. The peptide sequence is KQFKQDSKY. The MHC is HLA-B07:02 with pseudo-sequence HLA-B07:02. The binding affinity (normalized) is 0.127.